From a dataset of Catalyst prediction with 721,799 reactions and 888 catalyst types from USPTO. Predict which catalyst facilitates the given reaction. (1) Reactant: Cl[C:2]1[CH:3]=[CH:4][C:5]2[N:6]([C:8]([C:11]3[S:15][C:14]4[CH:16]=[C:17]([O:24][CH3:25])[C:18]([O:22][CH3:23])=[C:19]([O:20][CH3:21])[C:13]=4[CH:12]=3)=[CH:9][N:10]=2)[N:7]=1.CC1(C)C2C(=C(P(C3C=CC=CC=3)C3C=CC=CC=3)C=CC=2)OC2C(P(C3C=CC=CC=3)C3C=CC=CC=3)=CC=CC1=2.C(=O)([O-])[O-].[K+].[K+].[CH3:74][O:75][C:76]1[CH:77]=[C:78]([CH:80]=[CH:81][C:82]=1[O:83][CH3:84])[NH2:79]. Product: [CH3:21][O:20][C:19]1[C:13]2[CH:12]=[C:11]([C:8]3[N:6]4[N:7]=[C:2]([NH:79][C:78]5[CH:80]=[CH:81][C:82]([O:83][CH3:84])=[C:76]([O:75][CH3:74])[CH:77]=5)[CH:3]=[CH:4][C:5]4=[N:10][CH:9]=3)[S:15][C:14]=2[CH:16]=[C:17]([O:24][CH3:25])[C:18]=1[O:22][CH3:23]. The catalyst class is: 160. (2) Reactant: C([N:8](CC1C=CC=CC=1)[C:9]1[N:17]=[CH:16][N:15]=[C:14]2[C:10]=1[N:11]([C:34]1[N:39]=[CH:38][C:37]([O:40][C:41]3[CH:46]=[CH:45][CH:44]=[CH:43][CH:42]=3)=[CH:36][N:35]=1)[C:12](=[O:33])[N:13]2[C:18]1[CH:19]=[C:20]([N:24]([CH3:32])[C:25](=[O:31])[O:26][C:27]([CH3:30])([CH3:29])[CH3:28])[CH:21]=[CH:22][CH:23]=1)C1C=CC=CC=1.O=[N+]([O-])[O-].[O-][N+](=O)[O-].[O-][N+](=O)[O-].[O-][N+](=O)[O-].[O-][N+](=O)[O-].[O-][N+](=O)[O-].[Ce+4].[NH4+].[NH4+]. Product: [NH2:8][C:9]1[N:17]=[CH:16][N:15]=[C:14]2[C:10]=1[N:11]([C:34]1[N:39]=[CH:38][C:37]([O:40][C:41]3[CH:42]=[CH:43][CH:44]=[CH:45][CH:46]=3)=[CH:36][N:35]=1)[C:12](=[O:33])[N:13]2[C:18]1[CH:19]=[C:20]([N:24]([CH3:32])[C:25](=[O:31])[O:26][C:27]([CH3:29])([CH3:30])[CH3:28])[CH:21]=[CH:22][CH:23]=1. The catalyst class is: 144. (3) Reactant: [CH2:1]([C@@H:4]1[CH2:9][C@H:8]([C:10]2[CH:15]=[CH:14][CH:13]=[C:12]([Cl:16])[CH:11]=2)[C@@H:7]([C:17]2[CH:22]=[CH:21][C:20]([Cl:23])=[CH:19][CH:18]=2)[NH:6][C:5]1=[O:24])[CH:2]=[CH2:3].[CH3:25][C:26]([CH3:29])([O-])[CH3:27].[K+].BrCC(C)C. Product: [CH2:1]([C@@H:4]1[CH2:9][C@H:8]([C:10]2[CH:15]=[CH:14][CH:13]=[C:12]([Cl:16])[CH:11]=2)[C@@H:7]([C:17]2[CH:22]=[CH:21][C:20]([Cl:23])=[CH:19][CH:18]=2)[N:6]([CH2:25][CH:26]([CH3:29])[CH3:27])[C:5]1=[O:24])[CH:2]=[CH2:3]. The catalyst class is: 3. (4) Reactant: [CH2:1]([NH:8][CH2:9][CH2:10][C:11]1[CH:16]=[CH:15][C:14]([S:17]([C:20]2[CH:25]=[CH:24][C:23]([O:26]C)=[CH:22][CH:21]=2)(=[O:19])=[O:18])=[CH:13][CH:12]=1)[C:2]1[CH:7]=[CH:6][CH:5]=[CH:4][CH:3]=1.B(Br)(Br)Br. The catalyst class is: 4. Product: [CH2:1]([NH:8][CH2:9][CH2:10][C:11]1[CH:16]=[CH:15][C:14]([S:17]([C:20]2[CH:25]=[CH:24][C:23]([OH:26])=[CH:22][CH:21]=2)(=[O:19])=[O:18])=[CH:13][CH:12]=1)[C:2]1[CH:7]=[CH:6][CH:5]=[CH:4][CH:3]=1. (5) Reactant: [Na].CO.Cl.[NH2:5][C:6]([NH2:8])=[NH:7].Cl.[Cl:10][C:11]([C:13]1[C:21]2[C:16](=[CH:17][CH:18]=[C:19]([CH3:22])[CH:20]=2)[N:15]([C:23]2[C:32]3[C:27](=[CH:28][CH:29]=[CH:30][CH:31]=3)[CH:26]=[CH:25][N:24]=2)[CH:14]=1)=[O:12]. Product: [ClH:10].[NH:7]([C:11]([C:13]1[C:21]2[C:16](=[CH:17][CH:18]=[C:19]([CH3:22])[CH:20]=2)[N:15]([C:23]2[C:32]3[C:27](=[CH:28][CH:29]=[CH:30][CH:31]=3)[CH:26]=[CH:25][N:24]=2)[CH:14]=1)=[O:12])[C:6]([NH2:8])=[NH:5]. The catalyst class is: 57. (6) Reactant: Cl[C:2]1[CH:11]=[CH:10][C:9]2[CH2:8][CH2:7][CH2:6][CH:5]([OH:12])[C:4]=2[N+:3]=1[O-:13].[O:14]=[C:15]1[CH2:23][C:22]2[C:17](=[CH:18][CH:19]=[C:20]([C:24]#[N:25])[CH:21]=2)[NH:16]1.C[Si]([N-][Si](C)(C)C)(C)C.[Na+]. Product: [C:24]([C:20]1[CH:21]=[C:22]2[C:17](=[CH:18][CH:19]=1)[NH:16][C:15](=[O:14])[CH:23]2[C:2]1[CH:11]=[CH:10][C:9]2[CH2:8][CH2:7][CH2:6][CH:5]([OH:12])[C:4]=2[N+:3]=1[O-:13])#[N:25]. The catalyst class is: 7. (7) Reactant: [CH3:1][O:2][C:3]1[CH:4]=[C:5]2[C:10](=[CH:11][C:12]=1[O:13][CH3:14])[N:9]=[CH:8][CH:7]=[C:6]2[O:15][C:16]1[CH:21]=[CH:20][C:19]([NH2:22])=[CH:18][C:17]=1[F:23].[NH4+].[N:25]#[C:26][S-:27].BrBr. Product: [CH3:1][O:2][C:3]1[CH:4]=[C:5]2[C:10](=[CH:11][C:12]=1[O:13][CH3:14])[N:9]=[CH:8][CH:7]=[C:6]2[O:15][C:16]1[C:17]([F:23])=[CH:18][C:19]2[N:22]=[C:26]([NH2:25])[S:27][C:20]=2[CH:21]=1. The catalyst class is: 52. (8) Reactant: Cl[C:2]1[C:3]2[N:4]([N:16]=[CH:17][N:18]=2)[CH:5]=[C:6]([C:8]2[CH:13]=[CH:12][C:11]([Cl:14])=[CH:10][C:9]=2[Cl:15])[N:7]=1.Cl.[NH2:20][C:21]1[C:26]([C:27](=[O:30])[CH2:28][CH3:29])=[CH:25][CH:24]=[C:23]([NH:31][CH2:32][CH2:33][NH2:34])[N:22]=1.C(N(CC)C(C)C)(C)C. Product: [NH2:20][C:21]1[C:26]([C:27](=[O:30])[CH2:28][CH3:29])=[CH:25][CH:24]=[C:23]([NH:31][CH2:32][CH2:33][NH:34][C:2]2[C:3]3[N:4]([N:16]=[CH:17][N:18]=3)[CH:5]=[C:6]([C:8]3[CH:13]=[CH:12][C:11]([Cl:14])=[CH:10][C:9]=3[Cl:15])[N:7]=2)[N:22]=1. The catalyst class is: 16. (9) Reactant: [CH:1]([Si:4](Cl)([CH:8]([CH3:10])[CH3:9])[CH:5]([CH3:7])[CH3:6])([CH3:3])[CH3:2].[Cl:12][C:13]1[CH:14]=[CH:15][C:16]([I:21])=[C:17]([CH:20]=1)[CH2:18][OH:19].N1C=CN=C1. Product: [Cl:12][C:13]1[CH:14]=[CH:15][C:16]([I:21])=[C:17]([CH:20]=1)[CH2:18][O:19][Si:4]([CH:8]([CH3:10])[CH3:9])([CH:5]([CH3:7])[CH3:6])[CH:1]([CH3:3])[CH3:2]. The catalyst class is: 3. (10) Reactant: C(N(C(C)C)CC)(C)C.FC(F)(F)C(O)=O.[CH3:17][O:18][C:19](=[O:38])[CH2:20][C:21]1[CH:30]=[C:29]([CH:31]2[CH2:36][CH2:35][NH:34][CH2:33][CH2:32]2)[C:28]2[C:23](=[CH:24][CH:25]=[C:26]([F:37])[CH:27]=2)[CH:22]=1.[Cl:39][C:40]1[CH:41]=[C:42]([S:46](Cl)(=[O:48])=[O:47])[CH:43]=[CH:44][CH:45]=1. Product: [CH3:17][O:18][C:19](=[O:38])[CH2:20][C:21]1[CH:30]=[C:29]([CH:31]2[CH2:36][CH2:35][N:34]([S:46]([C:42]3[CH:43]=[CH:44][CH:45]=[C:40]([Cl:39])[CH:41]=3)(=[O:48])=[O:47])[CH2:33][CH2:32]2)[C:28]2[C:23](=[CH:24][CH:25]=[C:26]([F:37])[CH:27]=2)[CH:22]=1. The catalyst class is: 7.